Dataset: Reaction yield outcomes from USPTO patents with 853,638 reactions. Task: Predict the reaction yield, written as a fraction of the theoretical maximum amount of product (1.0 means a 100% yield; for example, 0.34 means a 34% yield). (1) The reactants are [CH2:1]([O:8][N:9]1[C:15](=[O:16])[N:14]2[CH2:17][CH:10]1[CH2:11][CH2:12][CH:13]2[C:18]([OH:20])=O)[C:2]1[CH:7]=[CH:6][CH:5]=[CH:4][CH:3]=1.[CH3:21][N:22]([C:24]([O:26][C:27]([CH3:30])([CH3:29])[CH3:28])=[O:25])[NH2:23].[I-].ClC1C=CC=C[N+]=1C.C(=O)(O)[O-].[Na+]. The catalyst is O1CCCC1.C(N(CC)CC)C. The product is [CH2:1]([O:8][N:9]1[C:15](=[O:16])[N:14]2[CH2:17][CH:10]1[CH2:11][CH2:12][CH:13]2[C:18]([NH:23][N:22]([CH3:21])[C:24]([O:26][C:27]([CH3:30])([CH3:29])[CH3:28])=[O:25])=[O:20])[C:2]1[CH:3]=[CH:4][CH:5]=[CH:6][CH:7]=1. The yield is 0.780. (2) The reactants are [Br:1][C:2]1[CH:3]=[C:4]([CH2:8][NH:9][CH3:10])[CH:5]=[N:6][CH:7]=1.[C:11](Cl)(=[O:18])[C:12]1[CH:17]=[CH:16][CH:15]=[CH:14][CH:13]=1. No catalyst specified. The product is [Br:1][C:2]1[CH:3]=[C:4]([CH2:8][N:9]([CH3:10])[C:11](=[O:18])[C:12]2[CH:17]=[CH:16][CH:15]=[CH:14][CH:13]=2)[CH:5]=[N:6][CH:7]=1. The yield is 0.900.